Task: Predict the reaction yield, written as a fraction of the theoretical maximum amount of product (1.0 means a 100% yield; for example, 0.34 means a 34% yield).. Dataset: Reaction yield outcomes from USPTO patents with 853,638 reactions (1) The reactants are Cl[C:2]1[C:3]([CH:8]2[CH2:11][N:10]([C:12]([C:14]3[N:18]([CH3:19])[C:17]4[CH:20]=[CH:21][CH:22]=[CH:23][C:16]=4[N:15]=3)=[O:13])[CH2:9]2)=[N:4][CH:5]=[CH:6][N:7]=1.[C:24]1(B(O)O)[CH:29]=[CH:28][CH:27]=[CH:26][CH:25]=1.C([O-])([O-])=O.[Na+].[Na+].O. The catalyst is O1CCOCC1.C1C=CC(P(C2C=CC=CC=2)[C-]2C=CC=C2)=CC=1.C1C=CC(P(C2C=CC=CC=2)[C-]2C=CC=C2)=CC=1.Cl[Pd]Cl.[Fe+2]. The product is [CH3:19][N:18]1[C:17]2[CH:20]=[CH:21][CH:22]=[CH:23][C:16]=2[N:15]=[C:14]1[C:12]([N:10]1[CH2:11][CH:8]([C:3]2[C:2]([C:24]3[CH:29]=[CH:28][CH:27]=[CH:26][CH:25]=3)=[N:7][CH:6]=[CH:5][N:4]=2)[CH2:9]1)=[O:13]. The yield is 0.700. (2) The reactants are [Cl:1][C:2]1[CH:3]=[N+:4]([O-:27])[CH:5]=[C:6]([Cl:26])[C:7]=1[CH2:8][C@@H:9]([C:11]1[CH:16]=[CH:15][C:14]([O:17][CH:18]([F:20])[F:19])=[C:13]([O:21][CH2:22][CH:23]2[CH2:25][CH2:24]2)[CH:12]=1)[OH:10].[CH3:28][O:29][C:30]1[CH:31]=[C:32]([S:38]([O:41][CH2:42][C:43](O)=[O:44])(=[O:40])=[O:39])[CH:33]=[CH:34][C:35]=1[O:36][CH3:37].C(Cl)CCl. The catalyst is CN(C1C=CN=CC=1)C.C(Cl)Cl.Cl. The product is [Cl:1][C:2]1[CH:3]=[N+:4]([O-:27])[CH:5]=[C:6]([Cl:26])[C:7]=1[CH2:8][C@@H:9]([C:11]1[CH:16]=[CH:15][C:14]([O:17][CH:18]([F:20])[F:19])=[C:13]([O:21][CH2:22][CH:23]2[CH2:25][CH2:24]2)[CH:12]=1)[O:10][C:43](=[O:44])[CH2:42][O:41][S:38]([C:32]1[CH:33]=[CH:34][C:35]([O:36][CH3:37])=[C:30]([O:29][CH3:28])[CH:31]=1)(=[O:40])=[O:39]. The yield is 0.619. (3) The reactants are [OH:1][C:2]([CH3:35])([CH3:34])[CH2:3][C@@:4]1([C:28]2[CH:33]=[CH:32][CH:31]=[CH:30][CH:29]=2)[O:9][C:8](=[O:10])[N:7]([C@H:11]([C:13]2[CH:18]=[CH:17][C:16](B3OC(C)(C)C(C)(C)O3)=[CH:15][CH:14]=2)[CH3:12])[CH2:6][CH2:5]1.Br[C:37]1[CH:38]=[CH:39][C:40]([C:43]2([OH:50])[CH2:47][CH2:46][N:45]([CH3:48])[C:44]2=[O:49])=[N:41][CH:42]=1. No catalyst specified. The product is [OH:50][C:43]1([C:40]2[N:41]=[CH:42][C:37]([C:16]3[CH:15]=[CH:14][C:13]([C@@H:11]([N:7]4[CH2:6][CH2:5][C@:4]([CH2:3][C:2]([OH:1])([CH3:34])[CH3:35])([C:28]5[CH:33]=[CH:32][CH:31]=[CH:30][CH:29]=5)[O:9][C:8]4=[O:10])[CH3:12])=[CH:18][CH:17]=3)=[CH:38][CH:39]=2)[CH2:47][CH2:46][N:45]([CH3:48])[C:44]1=[O:49]. The yield is 0.140. (4) The reactants are [C:1]([S:5][CH2:6][C:7]1([CH3:14])[NH:11][C:10](=[O:12])[NH:9][C:8]1=[O:13])([CH3:4])([CH3:3])[CH3:2].[OH-:15].[Ca+2].[OH-]. The catalyst is O. The product is [C:10]([NH:11][C@:7]([CH3:14])([C:8]([OH:15])=[O:13])[CH2:6][S:5][C:1]([CH3:4])([CH3:3])[CH3:2])(=[O:12])[NH2:9]. The yield is 0.250.